From a dataset of Forward reaction prediction with 1.9M reactions from USPTO patents (1976-2016). Predict the product of the given reaction. (1) The product is: [CH2:38]([NH:11][C:12]([NH:14][C:15]1[N:37]=[C:18]2[CH:19]=[C:20]([C:31]3[CH:32]=[N:33][CH:34]=[CH:35][CH:36]=3)[CH:21]=[C:22]([NH:23][CH:24]3[CH2:29][CH2:28][N:27]([CH3:30])[CH2:26][CH2:25]3)[N:17]2[N:16]=1)=[O:13])[CH3:39]. Given the reactants S([NH:11][C:12]([NH:14][C:15]1[N:37]=[C:18]2[CH:19]=[C:20]([C:31]3[CH:32]=[N:33][CH:34]=[CH:35][CH:36]=3)[CH:21]=[C:22]([NH:23][CH:24]3[CH2:29][CH2:28][N:27]([CH3:30])[CH2:26][CH2:25]3)[N:17]2[N:16]=1)=[O:13])(C1C=CC(C)=CC=1)(=O)=O.[CH2:38](N)[CH3:39].CCN(CC)CC, predict the reaction product. (2) Given the reactants Cl[CH2:2][C:3]1[C:4]([C:11]2[C:16]([Cl:17])=[CH:15][CH:14]=[CH:13][C:12]=2[Cl:18])=[N:5][O:6][C:7]=1[CH:8]([CH3:10])[CH3:9].C(=O)([O-])[O-].[Cs+].[Cs+].[SH:25][C:26]1[CH:31]=[CH:30][C:29]([B:32]([OH:34])[OH:33])=[CH:28][CH:27]=1, predict the reaction product. The product is: [Cl:18][C:12]1[CH:13]=[CH:14][CH:15]=[C:16]([Cl:17])[C:11]=1[C:4]1[C:3]([CH2:2][S:25][C:26]2[CH:31]=[CH:30][C:29]([B:32]([OH:34])[OH:33])=[CH:28][CH:27]=2)=[C:7]([CH:8]([CH3:10])[CH3:9])[O:6][N:5]=1. (3) Given the reactants [Cl:1][C:2]([Cl:19])([Cl:18])[C:3]([NH:5][C:6]([NH:8][C:9]1[CH:13]=[CH:12][S:11][C:10]=1[C:14]([O:16][CH3:17])=[O:15])=[O:7])=[O:4].[Br:20]Br, predict the reaction product. The product is: [Br:20][C:12]1[S:11][C:10]([C:14]([O:16][CH3:17])=[O:15])=[C:9]([NH:8][C:6]([NH:5][C:3](=[O:4])[C:2]([Cl:1])([Cl:18])[Cl:19])=[O:7])[CH:13]=1. (4) Given the reactants [CH2:1]([O:8][C:9]1[CH:10]=[C:11]([NH:15][C:16]2[CH:21]=[C:20]([N:22]([CH3:24])[CH3:23])[N:19]=[C:18](S(C)=O)[N:17]=2)[CH:12]=[CH:13][CH:14]=1)[C:2]1[CH:7]=[CH:6][CH:5]=[CH:4][CH:3]=1.Cl.Cl.[N:30]1([C:36]2[N:41]=[CH:40][CH:39]=[CH:38][N:37]=2)[CH2:35][CH2:34][NH:33][CH2:32][CH2:31]1, predict the reaction product. The product is: [CH2:1]([O:8][C:9]1[CH:10]=[C:11]([NH:15][C:16]2[CH:21]=[C:20]([N:22]([CH3:24])[CH3:23])[N:19]=[C:18]([N:33]3[CH2:34][CH2:35][N:30]([C:36]4[N:37]=[CH:38][CH:39]=[CH:40][N:41]=4)[CH2:31][CH2:32]3)[N:17]=2)[CH:12]=[CH:13][CH:14]=1)[C:2]1[CH:7]=[CH:6][CH:5]=[CH:4][CH:3]=1. (5) Given the reactants C(OC([NH:11][C@@H:12]([CH2:15][C:16]1[CH:21]=[CH:20][CH:19]=[CH:18][CH:17]=1)[CH2:13][OH:14])=O)C1C=CC=CC=1.[NH2:22][C:23]1[C:24]([OH:34])=[C:25]([S:30]([OH:33])(=[O:32])=[O:31])[CH:26]=[C:27]([Cl:29])[CH:28]=1.Cl[C:36](Cl)([O:38]C(=O)OC(Cl)(Cl)Cl)Cl.N1C=CC=CC=1, predict the reaction product. The product is: [NH2:11][C@@H:12]([CH2:15][C:16]1[CH:17]=[CH:18][CH:19]=[CH:20][CH:21]=1)[CH2:13][O:14][C:36]([NH:22][C:23]1[C:24]([OH:34])=[C:25]([S:30]([OH:33])(=[O:32])=[O:31])[CH:26]=[C:27]([Cl:29])[CH:28]=1)=[O:38]. (6) Given the reactants ClC1C=CC(C(N)C(N)CCCC)=CC=1.Cl.C(OC1C=C(OC)C=CC=1C(=N)OCC)C.[Cl:33][C:34]1[CH:39]=[CH:38][C:37]([CH:40]2[NH:44][C:43]([C:45]3[CH:50]=[CH:49][C:48]([O:51][CH3:52])=[CH:47][C:46]=3[O:53][CH2:54][CH3:55])=[N:42][CH:41]2[CH2:56][CH:57]2CC[CH2:59][CH2:58]2)=[CH:36][CH:35]=1, predict the reaction product. The product is: [CH2:56]([CH:41]1[CH:40]([C:37]2[CH:36]=[CH:35][C:34]([Cl:33])=[CH:39][CH:38]=2)[NH:44][C:43]([C:45]2[CH:50]=[CH:49][C:48]([O:51][CH3:52])=[CH:47][C:46]=2[O:53][CH2:54][CH3:55])=[N:42]1)[CH2:57][CH2:58][CH3:59]. (7) Given the reactants [NH2:1][C:2]1[N:7]=[C:6]([Cl:8])[C:5]([CH:9]=[O:10])=[C:4]([Cl:11])[N:3]=1.[CH:12]([Mg]Br)=[CH2:13].O.Cl, predict the reaction product. The product is: [NH2:1][C:2]1[N:3]=[C:4]([Cl:11])[C:5]([CH:9]([OH:10])[CH:12]=[CH2:13])=[C:6]([Cl:8])[N:7]=1.